Task: Predict which catalyst facilitates the given reaction.. Dataset: Catalyst prediction with 721,799 reactions and 888 catalyst types from USPTO (1) Reactant: NC[C:3]1[CH:8]=[CH:7][CH:6]=[CH:5][C:4]=1[N:9]([CH3:14])[S:10]([CH3:13])(=[O:12])=[O:11].[C:15](=[O:18])([O-])[O-].[K+].[K+].[CH3:21]I. Product: [C:15]([C:5]1[CH:6]=[CH:7][CH:8]=[CH:3][C:4]=1[N:9]([CH3:14])[S:10]([CH3:13])(=[O:12])=[O:11])(=[O:18])[CH3:21]. The catalyst class is: 21. (2) Reactant: [CH3:1][O:2][C:3]1[CH:8]=[C:7]([CH:9]=[CH2:10])[CH:6]=[CH:5][C:4]=1[N+:11]([O-:13])=[O:12].[CH3:14][N:15]1[CH2:20][CH2:19][NH:18][CH2:17][CH2:16]1.C1(C=CC(O)=CC=1)O. Product: [CH3:14][N:15]1[CH2:20][CH2:19][N:18]([CH2:10][CH2:9][C:7]2[CH:6]=[CH:5][C:4]([N+:11]([O-:13])=[O:12])=[C:3]([O:2][CH3:1])[CH:8]=2)[CH2:17][CH2:16]1. The catalyst class is: 41.